From a dataset of Catalyst prediction with 721,799 reactions and 888 catalyst types from USPTO. Predict which catalyst facilitates the given reaction. (1) Reactant: [OH:1][CH2:2][CH2:3][NH:4][CH2:5][CH2:6][OH:7].Br[CH2:9][CH2:10][O:11][C:12]1[CH:17]=[CH:16][CH:15]=[CH:14][CH:13]=1.C(=O)([O-])[O-].[K+].[K+]. Product: [OH:1][CH2:2][CH2:3][N:4]([CH2:9][CH2:10][O:11][C:12]1[CH:17]=[CH:16][CH:15]=[CH:14][CH:13]=1)[CH2:5][CH2:6][OH:7]. The catalyst class is: 8. (2) Reactant: [Br:1][C:2]1[CH:3]=[C:4]([C:8]([F:11])=[CH:9][CH:10]=1)[C:5]([OH:7])=[O:6].S(=O)(=O)(O)O.[C:17](=O)([O-])O.[Na+]. Product: [Br:1][C:2]1[CH:3]=[C:4]([C:8]([F:11])=[CH:9][CH:10]=1)[C:5]([O:7][CH3:17])=[O:6]. The catalyst class is: 5. (3) Reactant: Cl[C:2]1[N:7]=[C:6]([N:8]([CH3:10])[CH3:9])[CH:5]=[C:4]([CH3:11])[N:3]=1.[C:12]([O:16][C:17](=[O:26])[NH:18][C@H:19]1[CH2:24][CH2:23][C@@H:22]([NH2:25])[CH2:21][CH2:20]1)([CH3:15])([CH3:14])[CH3:13].CCN(C(C)C)C(C)C. Product: [C:12]([O:16][C:17](=[O:26])[NH:18][C@H:19]1[CH2:20][CH2:21][C@@H:22]([NH:25][C:2]2[N:7]=[C:6]([N:8]([CH3:10])[CH3:9])[CH:5]=[C:4]([CH3:11])[N:3]=2)[CH2:23][CH2:24]1)([CH3:15])([CH3:13])[CH3:14]. The catalyst class is: 41.